This data is from Forward reaction prediction with 1.9M reactions from USPTO patents (1976-2016). The task is: Predict the product of the given reaction. The product is: [Cl:1][C:2]1[CH:9]=[C:8]([N:10]([C@H:11]2[CH2:15][CH2:14][N:13]([CH2:24][CH3:25])[CH2:12]2)[CH2:16][C:17]2[CH:22]=[CH:21][CH:20]=[CH:19][C:18]=2[CH3:23])[CH:7]=[CH:6][C:3]=1[C:4]#[N:5]. Given the reactants [Cl:1][C:2]1[CH:9]=[C:8]([N:10]([CH2:16][C:17]2[CH:22]=[CH:21][CH:20]=[CH:19][C:18]=2[CH3:23])[C@H:11]2[CH2:15][CH2:14][NH:13][CH2:12]2)[CH:7]=[CH:6][C:3]=1[C:4]#[N:5].[CH:24](=O)[CH3:25], predict the reaction product.